The task is: Regression. Given a peptide amino acid sequence and an MHC pseudo amino acid sequence, predict their binding affinity value. This is MHC class I binding data.. This data is from Peptide-MHC class I binding affinity with 185,985 pairs from IEDB/IMGT. (1) The peptide sequence is IMSIGFEARI. The MHC is HLA-A02:06 with pseudo-sequence HLA-A02:06. The binding affinity (normalized) is 0.318. (2) The peptide sequence is GEFLYCKM. The MHC is Mamu-A11 with pseudo-sequence Mamu-A11. The binding affinity (normalized) is 0.636. (3) The peptide sequence is KRFLNGAKY. The MHC is HLA-B39:01 with pseudo-sequence HLA-B39:01. The binding affinity (normalized) is 0.0847. (4) The peptide sequence is TPSGKRLQI. The MHC is HLA-B51:01 with pseudo-sequence HLA-B51:01. The binding affinity (normalized) is 0.0847.